Dataset: Reaction yield outcomes from USPTO patents with 853,638 reactions. Task: Predict the reaction yield, written as a fraction of the theoretical maximum amount of product (1.0 means a 100% yield; for example, 0.34 means a 34% yield). (1) The reactants are P(Cl)(Cl)([Cl:3])=O.CN(C)[CH:8]=[O:9].[S:11]1[CH:15]=[CH:14][C:13]([N:16]2[C:24]3[C:19](=[CH:20][CH:21]=[CH:22][CH:23]=3)[CH2:18][C:17]2=O)=[CH:12]1. The catalyst is ClCCl.N1C=CC=CC=1. The product is [Cl:3][C:17]1[N:16]([C:13]2[CH:14]=[CH:15][S:11][CH:12]=2)[C:24]2[C:19]([C:18]=1[CH:8]=[O:9])=[CH:20][CH:21]=[CH:22][CH:23]=2. The yield is 0.570. (2) The reactants are Br[C:2]1[C:3]2[CH2:4][NH:5][C:6]3[N:26]=[C:10]([NH:11][C:12]4[CH:13]=[CH:14][CH:15]=[C:16]([CH:25]=4)[CH2:17][CH2:18][CH2:19][O:20][C:21]([CH:24]=2)=[CH:22][CH:23]=1)[N:9]=[CH:8][C:7]=3[Cl:27].[C:28]1(B(O)O)[CH:33]=[CH:32][CH:31]=[CH:30][CH:29]=1.COCCOC.C(=O)([O-])[O-].[Na+].[Na+]. The catalyst is O.C1C=CC([P]([Pd]([P](C2C=CC=CC=2)(C2C=CC=CC=2)C2C=CC=CC=2)([P](C2C=CC=CC=2)(C2C=CC=CC=2)C2C=CC=CC=2)[P](C2C=CC=CC=2)(C2C=CC=CC=2)C2C=CC=CC=2)(C2C=CC=CC=2)C2C=CC=CC=2)=CC=1. The product is [Cl:27][C:7]1[CH:8]=[N:9][C:10]2[NH:11][C:12]3[CH:13]=[CH:14][CH:15]=[C:16]([CH:25]=3)[CH2:17][CH2:18][CH2:19][O:20][C:21]3[CH:24]=[C:3]([CH2:4][NH:5][C:6]=1[N:26]=2)[C:2]([C:28]1[CH:33]=[CH:32][CH:31]=[CH:30][CH:29]=1)=[CH:23][CH:22]=3. The yield is 0.270. (3) The reactants are C(N(C(C)C)C(C)C)C.[CH:10]1([C:15](Cl)=[O:16])[CH2:14][CH2:13][CH2:12][CH2:11]1.[Cl:18][C:19]1[C:20]([F:29])=[C:21]2[C:27]([NH2:28])=[CH:26][NH:25][C:22]2=[N:23][CH:24]=1. The catalyst is C1COCC1. The product is [Cl:18][C:19]1[C:20]([F:29])=[C:21]2[C:27]([NH:28][C:15]([CH:10]3[CH2:14][CH2:13][CH2:12][CH2:11]3)=[O:16])=[CH:26][NH:25][C:22]2=[N:23][CH:24]=1. The yield is 0.610. (4) The reactants are [C:1]1([CH:7](O)[CH2:8][CH3:9])[CH:6]=[CH:5][CH:4]=[CH:3][CH:2]=1.C(N(C(C)C)C(C)C)C.CS([Cl:24])(=O)=O. The catalyst is ClCCl.C(=O)(O)[O-].[Na+]. The product is [Cl:24][CH:7]([C:1]1[CH:6]=[CH:5][CH:4]=[CH:3][CH:2]=1)[CH2:8][CH3:9]. The yield is 0.540. (5) The reactants are [ClH:1].O1CCOCC1.[CH2:8]([C:10]1[N:11]=[C:12]([CH:22]2[CH2:27][CH2:26][N:25]([C:28]3[C:29]4[C@H:37]([CH3:38])[CH2:36][C:35](=[O:39])[NH:34][C:30]=4[N:31]=[CH:32][N:33]=3)[CH2:24][CH2:23]2)[N:13]([CH2:15][CH2:16][N:17]2[CH2:21][CH2:20][CH2:19][CH2:18]2)[CH:14]=1)[CH3:9]. The catalyst is ClCCl. The product is [ClH:1].[CH2:8]([C:10]1[N:11]=[C:12]([CH:22]2[CH2:27][CH2:26][N:25]([C:28]3[C:29]4[C@H:37]([CH3:38])[CH2:36][C:35](=[O:39])[NH:34][C:30]=4[N:31]=[CH:32][N:33]=3)[CH2:24][CH2:23]2)[N:13]([CH2:15][CH2:16][N:17]2[CH2:18][CH2:19][CH2:20][CH2:21]2)[CH:14]=1)[CH3:9]. The yield is 1.00. (6) The reactants are C(OC(=O)[NH:7][CH:8]([C:10](=[O:28])[NH:11][C:12]1[CH:17]=[CH:16][C:15]([Br:18])=[CH:14][C:13]=1[C:19](=O)[C:20]1[CH:25]=[CH:24][CH:23]=[CH:22][C:21]=1[F:26])[CH3:9])(C)(C)C.Cl. The catalyst is C(Cl)(Cl)Cl. The product is [Br:18][C:15]1[CH:16]=[CH:17][C:12]2[NH:11][C:10](=[O:28])[CH:8]([CH3:9])[N:7]=[C:19]([C:20]3[CH:25]=[CH:24][CH:23]=[CH:22][C:21]=3[F:26])[C:13]=2[CH:14]=1. The yield is 0.820. (7) The reactants are [CH3:1][C:2]1[O:3][C:4]([C:8]([OH:10])=O)=[C:5]([CH3:7])[N:6]=1.O1CCCC1.C(Cl)(=O)C(Cl)=O.[NH2:22][C:23]1[CH:24]=[C:25]([CH:42]=[CH:43][C:44]=1[F:45])[O:26][C:27]1[CH:28]=[CH:29][C:30]2[N:31]([CH:33]=[C:34]([NH:36][C:37]([CH:39]3[CH2:41][CH2:40]3)=[O:38])[N:35]=2)[N:32]=1. The yield is 0.670. The product is [CH:39]1([C:37]([NH:36][C:34]2[N:35]=[C:30]3[CH:29]=[CH:28][C:27]([O:26][C:25]4[CH:42]=[CH:43][C:44]([F:45])=[C:23]([NH:22][C:8]([C:4]5[O:3][C:2]([CH3:1])=[N:6][C:5]=5[CH3:7])=[O:10])[CH:24]=4)=[N:32][N:31]3[CH:33]=2)=[O:38])[CH2:40][CH2:41]1. The catalyst is CN(C)C=O.CN(C)C(=O)C.